This data is from Reaction yield outcomes from USPTO patents with 853,638 reactions. The task is: Predict the reaction yield, written as a fraction of the theoretical maximum amount of product (1.0 means a 100% yield; for example, 0.34 means a 34% yield). The reactants are [Li]C(C)(C)C.Br[C:7]1[CH:8]=[C:9]2[C:13](=[CH:14][CH:15]=1)[NH:12][N:11]=[C:10]2[CH3:16].[C:17](=[O:19])=[O:18]. The catalyst is C1COCC1. The product is [CH3:16][C:10]1[C:9]2[C:13](=[CH:14][CH:15]=[C:7]([C:17]([OH:19])=[O:18])[CH:8]=2)[NH:12][N:11]=1. The yield is 0.960.